The task is: Predict the reaction yield, written as a fraction of the theoretical maximum amount of product (1.0 means a 100% yield; for example, 0.34 means a 34% yield).. This data is from Reaction yield outcomes from USPTO patents with 853,638 reactions. The reactants are Br[C:2]1[CH:8]=[CH:7][C:5]([NH2:6])=[C:4]([CH3:9])[C:3]=1[F:10].[C:11]([Cu])#[N:12].C(OCC)(=O)C. The catalyst is CCCCCC. The product is [NH2:6][C:5]1[CH:7]=[CH:8][C:2]([C:11]#[N:12])=[C:3]([F:10])[C:4]=1[CH3:9]. The yield is 0.670.